From a dataset of Catalyst prediction with 721,799 reactions and 888 catalyst types from USPTO. Predict which catalyst facilitates the given reaction. (1) Reactant: [Br:1][C:2]1[CH:3]=[C:4]([CH:9]=[CH:10][C:11]=1[CH2:12]Br)[C:5]([O:7][CH3:8])=[O:6].[C:14]([CH:18]1[CH2:23][CH2:22][CH:21]([NH2:24])[CH2:20][CH2:19]1)([CH3:17])([CH3:16])[CH3:15].C(N(CC)C(C)C)(C)C. Product: [Br:1][C:2]1[CH:3]=[C:4]([CH:9]=[CH:10][C:11]=1[CH2:12][NH:24][CH:21]1[CH2:22][CH2:23][CH:18]([C:14]([CH3:17])([CH3:16])[CH3:15])[CH2:19][CH2:20]1)[C:5]([O:7][CH3:8])=[O:6]. The catalyst class is: 42. (2) Reactant: [OH:1][C:2]1[CH:11]=[CH:10][C:9]([N+:12]([O-:14])=[O:13])=[CH:8][C:3]=1[C:4]([O:6][CH3:7])=[O:5].[F:15][C:16]1[CH:21]=[CH:20][CH:19]=[C:18]([F:22])[C:17]=1[CH:23]([C:25]1[CH:30]=[CH:29][CH:28]=[CH:27][CH:26]=1)O.C1(C)C=CC=CC=1.C1(P(C2C=CC=CC=2)C2C=CC=CC=2)C=CC=CC=1. Product: [F:15][C:16]1[CH:21]=[CH:20][CH:19]=[C:18]([F:22])[C:17]=1[CH:23]([C:25]1[CH:26]=[CH:27][CH:28]=[CH:29][CH:30]=1)[O:1][C:2]1[CH:11]=[CH:10][C:9]([N+:12]([O-:14])=[O:13])=[CH:8][C:3]=1[C:4]([O:6][CH3:7])=[O:5]. The catalyst class is: 3.